From a dataset of Experimentally validated miRNA-target interactions with 360,000+ pairs, plus equal number of negative samples. Binary Classification. Given a miRNA mature sequence and a target amino acid sequence, predict their likelihood of interaction. (1) The miRNA is hsa-miR-3121-3p with sequence UAAAUAGAGUAGGCAAAGGACA. The protein sequence of the target gene is MPAIMTMLADHAARQLLDFSQKLDINLLDNVVNCLYHGEGAQQRMAQEVLTHLKEHPDAWTRVDTILEFSQNMNTKYYGLQILENVIKTRWKILPRNQCEGIKKYVVGLIIKTSSDPTCVEKEKVYIGKLNMILVQILKQEWPKHWPTFISDIVGASRTSESLCQNNMVILKLLSEEVFDFSSGQITQVKAKHLKDSMCNEFSQIFQLCQFVMENSQNAPLVHATLETLLRFLNWIPLGYIFETKLISTLIYKFLNVPMFRNVSLKCLTEIAGVSVSQYEEQFETLFTLTMMQLKQMLPL.... Result: 0 (no interaction). (2) The miRNA is hsa-miR-1245b-5p with sequence UAGGCCUUUAGAUCACUUAAA. The protein sequence of the target gene is MNASEFRRRGKEMVDYMANYMEGIEGRQVYPDVEPGYLRPLIPAAAPQEPDTFEDIINDVEKIIMPGVTHWHSPYFFAYFPTASSYPAMLADMLCGAIGCIGFSWAASPACTELETVMMDWLGKMLELPKAFLNEKAGEGGGVIQGSASEATLVALLAARTKVIHRLQAASPELTQAAIMEKLVAYSSDQAHSSVERAGLIGGVKLKAIPSDGNFAMRASALQEALERDKAAGLIPFFMVATLGTTTCCSFDNLLEVGPICNKEDIWLHVDAAYAGSAFICPEFRHLLNGVEFADSFNFN.... Result: 0 (no interaction). (3) Result: 0 (no interaction). The protein sequence of the target gene is MAGCVARRALAVGSRWWSRSLATTRGSRPLCAVGGAGGLPPVATATTRRHLSSRNRAEGKVLETVGVFEVPKQNGKYETGQLFLHSVFGYRGVVLFPWQARLYDRDVASATPEKAENPAGHGSKEVKGKTHTYYQVLIDARDCPHISQRSQTEAVTFLANHDDSRALYAIPGLDYVSHEDILPYTSTDQVPIQHELFERFLLYDQTKAPPFVARETLRAWQEKNHPWLELSDVHRETTENIRVTVIPFYMGMREAQNSHVYWWRYCIRLENLDSDVVQLRERHWRIFSLSGTLETVRGRG.... The miRNA is hsa-miR-5583-5p with sequence AAACUAAUAUACCCAUAUUCUG. (4) The miRNA is hsa-miR-6770-5p with sequence UGAGAAGGCACAGCUUGCACGUGA. The protein sequence of the target gene is MKFNPFVTSDRSKNRKRHFNAPSHVRRKIMSSPLSKELRQKYNVRSMPIRKDDEVQVVRGHYKGQQIGKVVQVYRKKYVIYIERVQREKANGTTVHVGIHPSKVVITRLKLDKDRKKILERKAKSRQVGKEKGKYKEELIEKMQE. Result: 0 (no interaction). (5) The miRNA is hsa-miR-744-3p with sequence CUGUUGCCACUAACCUCAACCU. The protein sequence of the target gene is MIPTFTALLCLGLSLGPRTHMQAGPLPKPTLWAEPGSVISWGNSVTIWCQGTLEAREYRLDKEESPAPWDRQNPLEPKNKARFSIPSMTEDYAGRYRCYYRSPVGWSQPSDPLELVMTGAYSKPTLSALPSPLVTSGKSVTLLCQSRSPMDTFLLIKERAAHPLLHLRSEHGAQQHQAEFPMSPVTSVHGGTYRCFSSHGFSHYLLSHPSDPLELIVSGSLEDPRPSPTRSVSTAAGPEDQPLMPTGSVPHSGLRRHWEVLIGVLVVSILLLSLLLFLLLQHWRQGKHRTLAQRQADFQR.... Result: 0 (no interaction).